This data is from Catalyst prediction with 721,799 reactions and 888 catalyst types from USPTO. The task is: Predict which catalyst facilitates the given reaction. (1) Reactant: [Cl:1][C:2]1[C:11]2[CH2:10][CH2:9][CH2:8][CH2:7][C:6]=2[C:5](=[O:12])[NH:4][N:3]=1.[NH:13]1[CH2:18][CH2:17][NH:16][CH2:15][CH2:14]1.C(=O)([O-])O.[Na+]. Product: [ClH:1].[N:13]1([C:2]2[C:11]3[CH2:10][CH2:9][CH2:8][CH2:7][C:6]=3[C:5](=[O:12])[NH:4][N:3]=2)[CH2:18][CH2:17][NH:16][CH2:15][CH2:14]1. The catalyst class is: 196. (2) Reactant: Cl.[CH3:2][C:3]([NH2:16])([CH3:15])[CH2:4][C:5]1[CH:14]=[CH:13][C:12]2[C:7](=[CH:8][CH:9]=[CH:10][CH:11]=2)[CH:6]=1.[Cl:17][C:18]1[CH:19]=[C:20]([N+:25]([O-:27])=[O:26])[CH:21]=[CH:22][C:23]=1F.C([O-])([O-])=O.[K+].[K+].O. Product: [Cl:17][C:18]1[CH:19]=[C:20]([N+:25]([O-:27])=[O:26])[CH:21]=[CH:22][C:23]=1[NH:16][C:3]([CH3:2])([CH3:15])[CH2:4][C:5]1[CH:14]=[CH:13][C:12]2[C:7](=[CH:8][CH:9]=[CH:10][CH:11]=2)[CH:6]=1. The catalyst class is: 16. (3) Product: [N:15]([CH2:18][CH2:19][CH2:20][CH2:21][CH2:22][CH:23]([OH:24])[CH2:13][C:12]#[N:14])=[N+:16]=[N-:17]. The catalyst class is: 1. Reactant: C([Li])CCC.CCCCCC.[C:12](#[N:14])[CH3:13].[N:15]([CH2:18][CH2:19][CH2:20][CH2:21][CH2:22][CH:23]=[O:24])=[N+:16]=[N-:17]. (4) Reactant: [C:1]([O:5][C:6]([N:8]([CH3:27])[CH2:9][CH2:10][CH:11]([C:19]1[CH:24]=[C:23]([Cl:25])[CH:22]=[CH:21][C:20]=1[CH3:26])[O:12][CH2:13][C:14](OCC)=[O:15])=[O:7])([CH3:4])([CH3:3])[CH3:2].[BH4-].[Na+]. Product: [Cl:25][C:23]1[CH:22]=[CH:21][C:20]([CH3:26])=[C:19]([CH:11]([O:12][CH2:13][CH2:14][OH:15])[CH2:10][CH2:9][N:8]([CH3:27])[C:6](=[O:7])[O:5][C:1]([CH3:3])([CH3:4])[CH3:2])[CH:24]=1. The catalyst class is: 5. (5) Reactant: [CH3:1][N:2]1[C:10]2([CH2:15][CH2:14][N:13]([C:16]([O:18][C:19]([CH3:22])([CH3:21])[CH3:20])=[O:17])[CH2:12][CH2:11]2)[C:6]2=[CH:7][CH:8]=[CH:9][N:5]2[CH2:4][CH2:3]1.FC(F)(F)S([Cl:28])(=O)=O. Product: [Cl:28][C:9]1[N:5]2[CH2:4][CH2:3][N:2]([CH3:1])[C:10]3([CH2:11][CH2:12][N:13]([C:16]([O:18][C:19]([CH3:22])([CH3:21])[CH3:20])=[O:17])[CH2:14][CH2:15]3)[C:6]2=[CH:7][CH:8]=1. The catalyst class is: 4. (6) Reactant: O=[C:2]([CH3:30])[CH2:3][CH2:4][C:5]1[CH:6]=[CH:7][C:8]([NH:11][C:12](=[O:29])[CH:13]([NH:17][C:18](=[O:28])[CH2:19][C:20]2[CH:25]=[C:24]([F:26])[CH:23]=[C:22]([F:27])[CH:21]=2)[CH2:14][CH2:15][CH3:16])=[N:9][CH:10]=1.[CH2:31]([NH2:34])[CH2:32][CH3:33].C(O)(=O)C.C(O[BH-](OC(=O)C)OC(=O)C)(=O)C.[Na+]. Product: [CH2:31]([NH:34][CH:2]([CH3:30])[CH2:3][CH2:4][C:5]1[CH:6]=[CH:7][C:8]([NH:11][C:12](=[O:29])[CH:13]([NH:17][C:18](=[O:28])[CH2:19][C:20]2[CH:21]=[C:22]([F:27])[CH:23]=[C:24]([F:26])[CH:25]=2)[CH2:14][CH2:15][CH3:16])=[N:9][CH:10]=1)[CH2:32][CH3:33]. The catalyst class is: 68. (7) Reactant: [CH3:1][O:2][C:3]1[CH:4]=[C:5]([CH:9]=[CH:10][CH:11]=1)[C:6]([OH:8])=[O:7].C=O.Cl.[C:15](O)(=O)C. Product: [CH3:1][O:2][C:3]1[CH:4]=[C:5]2[C:9]([CH2:15][O:7][C:6]2=[O:8])=[CH:10][CH:11]=1. The catalyst class is: 11.